From a dataset of Retrosynthesis with 50K atom-mapped reactions and 10 reaction types from USPTO. Predict the reactants needed to synthesize the given product. (1) Given the product Cc1ccc(S(N)(=O)=O)cc1NC(=O)c1cnn2c(C(F)(F)F)cc(-c3ccc(C(F)(F)F)cc3)nc12, predict the reactants needed to synthesize it. The reactants are: Cc1ccc(S(N)(=O)=O)cc1N.O=C(O)c1cnn2c(C(F)(F)F)cc(-c3ccc(C(F)(F)F)cc3)nc12. (2) The reactants are: CC(=O)c1cc(Cl)ncn1. Given the product CC(O)c1cc(Cl)ncn1, predict the reactants needed to synthesize it. (3) The reactants are: CC(C)(C)c1cc(Br)cc2c1OCC2(C)C.CCCC[Sn](CCCC)(CCCC)c1cccs1. Given the product CC(C)(C)c1cc(-c2cccs2)cc2c1OCC2(C)C, predict the reactants needed to synthesize it. (4) Given the product COc1ccc(-c2c(-c3ccccc3)oc3ncnc(NCCCCCN)c23)cc1, predict the reactants needed to synthesize it. The reactants are: COc1ccc(-c2c(-c3ccccc3)oc3ncnc(NCCCCCNC(=O)OC(C)(C)C)c23)cc1. (5) Given the product O=C(NCCc1c[nH]c2ccc(Cl)cc12)c1ccc(Cl)nn1, predict the reactants needed to synthesize it. The reactants are: NCCc1c[nH]c2ccc(Cl)cc12.O=C(O)c1ccc(Cl)nn1.